This data is from Full USPTO retrosynthesis dataset with 1.9M reactions from patents (1976-2016). The task is: Predict the reactants needed to synthesize the given product. (1) Given the product [ClH:20].[C:2]12([C:12]([C:19]34[CH2:18][CH:8]5[CH2:10][CH:4]([CH2:3][CH:2]([CH2:9]5)[CH2:11]3)[CH2:5]4)=[NH:13])[CH2:9][CH:8]3[CH2:7][CH:6]([CH2:5][CH:4]([CH2:10]3)[CH2:3]1)[CH2:11]2, predict the reactants needed to synthesize it. The reactants are: [Na].[C:2]12([C:12]#[N:13])[CH2:11][CH:6]3[CH2:7][CH:8]([CH2:10][CH:4]([CH2:5]3)[CH2:3]1)[CH2:9]2.C(O[CH2:18][CH3:19])(=O)C.[ClH:20]. (2) Given the product [C:1]([O:5][C:6]([N:8]1[CH2:9][CH2:10][CH:11]([NH:14][C:15]2[C:20]([NH2:21])=[CH:19][N:18]=[C:17]3[N:24]([S:27]([C:30]4[CH:35]=[CH:34][CH:33]=[CH:32][CH:31]=4)(=[O:28])=[O:29])[CH:25]=[CH:26][C:16]=23)[CH2:12][CH2:13]1)=[O:7])([CH3:4])([CH3:2])[CH3:3], predict the reactants needed to synthesize it. The reactants are: [C:1]([O:5][C:6]([N:8]1[CH2:13][CH2:12][CH:11]([NH:14][C:15]2[C:20]([N+:21]([O-])=O)=[CH:19][N:18]=[C:17]3[N:24]([S:27]([C:30]4[CH:35]=[CH:34][CH:33]=[CH:32][CH:31]=4)(=[O:29])=[O:28])[CH:25]=[CH:26][C:16]=23)[CH2:10][CH2:9]1)=[O:7])([CH3:4])([CH3:3])[CH3:2].C1COCC1.C(O)C.CCOCC. (3) Given the product [C:9]([C:11]1[N:16]2[N:17]=[C:18]([NH:20][C:21]([NH:23][CH2:24][CH3:25])=[O:22])[N:19]=[C:15]2[CH:14]=[C:13]([C:26]2[CH:27]=[N:28][CH:29]=[CH:30][CH:31]=2)[CH:12]=1)(=[O:10])[CH2:1][CH2:2][CH3:3], predict the reactants needed to synthesize it. The reactants are: [CH2:1]([Mg]Cl)[CH2:2][CH3:3].CON(C)[C:9]([C:11]1[N:16]2[N:17]=[C:18]([NH:20][C:21]([NH:23][CH2:24][CH3:25])=[O:22])[N:19]=[C:15]2[CH:14]=[C:13]([C:26]2[CH:27]=[N:28][CH:29]=[CH:30][CH:31]=2)[CH:12]=1)=[O:10]. (4) The reactants are: [CH2:1]([O:8][C:9]([N:11]1[CH2:15][CH2:14][CH:13]([C:16](O)=[O:17])[CH2:12]1)=[O:10])[C:2]1[CH:7]=[CH:6][CH:5]=[CH:4][CH:3]=1.B.Cl. Given the product [OH:17][CH2:16][CH:13]1[CH2:14][CH2:15][N:11]([C:9]([O:8][CH2:1][C:2]2[CH:3]=[CH:4][CH:5]=[CH:6][CH:7]=2)=[O:10])[CH2:12]1, predict the reactants needed to synthesize it. (5) Given the product [CH3:26][C:2]1[CH:7]=[CH:6][C:5]([S:8]([N:11]2[CH2:21][CH2:20][CH2:19][C:13]3([C:17](=[O:18])[NH:16][CH2:15][CH2:14]3)[CH2:12]2)(=[O:10])=[O:9])=[CH:4][C:3]=1[C:22]([F:25])([F:24])[F:23], predict the reactants needed to synthesize it. The reactants are: Br[C:2]1[CH:7]=[CH:6][C:5]([S:8]([N:11]2[CH2:21][CH2:20][CH2:19][C:13]3([C:17](=[O:18])[NH:16][CH2:15][CH2:14]3)[CH2:12]2)(=[O:10])=[O:9])=[CH:4][C:3]=1[C:22]([F:25])([F:24])[F:23].[C:26](=O)([O-])[O-].[K+].[K+].CB1OB(C)OB(C)O1. (6) Given the product [C:23]([O:27][C:28](=[O:47])/[CH:29]=[CH:30]/[C:31]1[CH:35]=[CH:34][N:33]([S:36]([C:39]2[CH:44]=[CH:43][C:42]([CH2:45][N:9]([CH2:8][CH2:7][O:6][Si:5]([C:1]([CH3:2])([CH3:4])[CH3:3])([CH3:22])[CH3:21])[CH2:10][CH2:11][C:12]3[C:20]4[C:15](=[CH:16][CH:17]=[CH:18][CH:19]=4)[NH:14][CH:13]=3)=[CH:41][CH:40]=2)(=[O:38])=[O:37])[CH:32]=1)([CH3:26])([CH3:25])[CH3:24], predict the reactants needed to synthesize it. The reactants are: [C:1]([Si:5]([CH3:22])([CH3:21])[O:6][CH2:7][CH2:8][NH:9][CH2:10][CH2:11][C:12]1[C:20]2[C:15](=[CH:16][CH:17]=[CH:18][CH:19]=2)[NH:14][CH:13]=1)([CH3:4])([CH3:3])[CH3:2].[C:23]([O:27][C:28](=[O:47])/[CH:29]=[CH:30]/[C:31]1[CH:35]=[CH:34][N:33]([S:36]([C:39]2[CH:44]=[CH:43][C:42]([CH2:45]Br)=[CH:41][CH:40]=2)(=[O:38])=[O:37])[CH:32]=1)([CH3:26])([CH3:25])[CH3:24].